Predict the reaction yield, written as a fraction of the theoretical maximum amount of product (1.0 means a 100% yield; for example, 0.34 means a 34% yield). From a dataset of Reaction yield outcomes from USPTO patents with 853,638 reactions. (1) The reactants are Cl.[CH3:2][NH:3][CH3:4].[CH3:5][CH:6]([CH3:12])[CH2:7][CH2:8][C:9](=[O:11])[CH3:10].[CH2:13]=O.Cl.[OH-].[Na+]. The catalyst is CO.C(Cl)Cl. The product is [CH3:2][N:3]([CH2:13][CH:8]([CH2:7][CH:6]([CH3:12])[CH3:5])[C:9](=[O:11])[CH3:10])[CH3:4]. The yield is 0.160. (2) The reactants are Cl.[CH2:2]([N:9]1[C:16](=O)[C@@H:15]2[C@@H:11]([CH2:12][NH:13][CH2:14]2)[C:10]1=O)[C:3]1[CH:8]=[CH:7][CH:6]=[CH:5][CH:4]=1.[H-].[H-].[H-].[H-].[Li+].[Al+3].O.[OH-].[Na+]. The catalyst is C1COCC1. The product is [CH2:2]([N:9]1[CH2:10][C@@H:11]2[C@@H:15]([CH2:14][NH:13][CH2:12]2)[CH2:16]1)[C:3]1[CH:8]=[CH:7][CH:6]=[CH:5][CH:4]=1. The yield is 0.840. (3) The reactants are C[O:2][C:3](=[O:17])[CH2:4][O:5][C:6]1[CH:11]=[CH:10][C:9]([Cl:12])=[CH:8][C:7]=1[NH:13][C:14]([NH2:16])=[O:15].[Li+].[OH-]. The catalyst is C1COCC1.O. The product is [Cl:12][C:9]1[CH:10]=[CH:11][C:6]([O:5][CH2:4][C:3]([OH:17])=[O:2])=[C:7]([NH:13][C:14]([NH2:16])=[O:15])[CH:8]=1. The yield is 0.780. (4) The product is [F:1][C:2]1[CH:17]=[C:16]([CH2:18][NH:28][CH2:27][CH2:26][CH:23]2[CH2:24][CH2:25][O:20][CH2:21][CH2:22]2)[CH:15]=[CH:14][C:3]=1[O:4][C:5]1[N:6]=[CH:7][C:8]([C:11]([NH2:13])=[O:12])=[N:9][CH:10]=1. The reactants are [F:1][C:2]1[CH:17]=[C:16]([CH:18]=O)[CH:15]=[CH:14][C:3]=1[O:4][C:5]1[N:6]=[CH:7][C:8]([C:11]([NH2:13])=[O:12])=[N:9][CH:10]=1.[O:20]1[CH2:25][CH2:24][CH:23]([CH2:26][CH2:27][NH2:28])[CH2:22][CH2:21]1.[BH4-].[Na+]. The yield is 0.670. The catalyst is CO. (5) The reactants are O1CCCCC1[N:7]1[C:15]2[C:10](=[CH:11][C:12]([C:16]3[N:20]=[CH:19][N:18](C(C4C=CC=CC=4)(C4C=CC=CC=4)C4C=CC=CC=4)[N:17]=3)=[CH:13][CH:14]=2)[C:9]([C:40]2[CH:41]=[C:42]([NH2:46])[CH:43]=[CH:44][CH:45]=2)=[N:8]1.[C:47](Cl)(=[O:54])[C:48]1[CH:53]=[CH:52][CH:51]=[CH:50][CH:49]=1.O. The catalyst is N1C=CC=CC=1. The product is [NH:18]1[CH:19]=[N:20][C:16]([C:12]2[CH:11]=[C:10]3[C:15](=[CH:14][CH:13]=2)[NH:7][N:8]=[C:9]3[C:40]2[CH:41]=[C:42]([NH:46][C:47](=[O:54])[C:48]3[CH:53]=[CH:52][CH:51]=[CH:50][CH:49]=3)[CH:43]=[CH:44][CH:45]=2)=[N:17]1. The yield is 0.550. (6) The reactants are [CH2:1]([Si:4]([Cl:7])(Cl)Cl)[CH:2]=[CH2:3].N12CCCN=C1CCCCC2.[CH3:19][O:20][C:21]([CH3:32])([C@H:23]([OH:31])[C@@H:24]([OH:30])[C:25]([O:28][CH3:29])([CH3:27])[CH3:26])[CH3:22]. The catalyst is C(Cl)Cl. The product is [CH2:1]([Si:4]1([Cl:7])[O:30][C@@H:24]([C:25]([O:28][CH3:29])([CH3:26])[CH3:27])[C@H:23]([C:21]([CH3:32])([O:20][CH3:19])[CH3:22])[O:31]1)[CH:2]=[CH2:3]. The yield is 0.440.